Dataset: Peptide-MHC class II binding affinity with 134,281 pairs from IEDB. Task: Regression. Given a peptide amino acid sequence and an MHC pseudo amino acid sequence, predict their binding affinity value. This is MHC class II binding data. (1) The peptide sequence is AFGVAATAANAAPAN. The MHC is DRB1_0701 with pseudo-sequence DRB1_0701. The binding affinity (normalized) is 0.425. (2) The peptide sequence is AFKVAAWAANAAPAN. The MHC is DRB1_0901 with pseudo-sequence DRB1_0901. The binding affinity (normalized) is 0.674. (3) The peptide sequence is EIGWEAGTAAPDEIP. The MHC is DRB1_0901 with pseudo-sequence DRB1_0901. The binding affinity (normalized) is 0.410. (4) The peptide sequence is VVIQDNSDIKVVPRRKAKII. The MHC is HLA-DPA10201-DPB10101 with pseudo-sequence HLA-DPA10201-DPB10101. The binding affinity (normalized) is 0.200.